This data is from Reaction yield outcomes from USPTO patents with 853,638 reactions. The task is: Predict the reaction yield, written as a fraction of the theoretical maximum amount of product (1.0 means a 100% yield; for example, 0.34 means a 34% yield). (1) The reactants are [CH3:1][C:2]1[C:6]([CH2:7][N:8]2[CH:12]=[C:11]([N:13]3[C:17](=[O:18])[CH2:16][NH:15][C:14]3=[O:19])[CH:10]=[N:9]2)=[C:5]([CH3:20])[O:4][N:3]=1.[CH3:21][O:22][C:23]1[CH:31]=[CH:30][C:26]([CH2:27][CH2:28]Br)=[CH:25][CH:24]=1. No catalyst specified. The product is [CH3:1][C:2]1[C:6]([CH2:7][N:8]2[CH:12]=[C:11]([N:13]3[C:17](=[O:18])[CH2:16][N:15]([CH2:28][CH2:27][C:26]4[CH:30]=[CH:31][C:23]([O:22][CH3:21])=[CH:24][CH:25]=4)[C:14]3=[O:19])[CH:10]=[N:9]2)=[C:5]([CH3:20])[O:4][N:3]=1. The yield is 0.320. (2) The reactants are [CH3:1][C:2]1[CH:3]=[C:4]([CH:9]=[CH:10][C:11]=1[S:12]([CH3:15])(=[O:14])=[O:13])[C:5]([O:7]C)=[O:6].[OH-].[Na+]. The catalyst is O1CCOCC1. The product is [CH3:1][C:2]1[CH:3]=[C:4]([CH:9]=[CH:10][C:11]=1[S:12]([CH3:15])(=[O:14])=[O:13])[C:5]([OH:7])=[O:6]. The yield is 0.970. (3) The reactants are Cl[C:2]1[N:7]=[C:6]([CH2:8][N:9]2[C:17](=[O:18])[C:16]3[C:11](=[CH:12][CH:13]=[CH:14][CH:15]=3)[C:10]2=[O:19])[C:5]([C:20]([O:22][CH2:23][CH3:24])=[O:21])=[C:4]([NH:25][C:26]2[CH:27]=[C:28]([CH3:32])[CH:29]=[CH:30][CH:31]=2)[N:3]=1.[NH2:33][C@@H:34]1[CH2:39][CH2:38][CH2:37][CH2:36][C@@H:35]1[NH:40][C:41](=[O:47])[O:42][C:43]([CH3:46])([CH3:45])[CH3:44].CCN(CC)CC.C([O-])(O)=O.[Na+]. The catalyst is CC(N(C)C)=O. The product is [C:43]([O:42][C:41]([NH:40][C@H:35]1[CH2:36][CH2:37][CH2:38][CH2:39][C@H:34]1[NH:33][C:2]1[N:7]=[C:6]([CH2:8][N:9]2[C:17](=[O:18])[C:16]3[C:11](=[CH:12][CH:13]=[CH:14][CH:15]=3)[C:10]2=[O:19])[C:5]([C:20]([O:22][CH2:23][CH3:24])=[O:21])=[C:4]([NH:25][C:26]2[CH:27]=[C:28]([CH3:32])[CH:29]=[CH:30][CH:31]=2)[N:3]=1)=[O:47])([CH3:46])([CH3:44])[CH3:45]. The yield is 0.920. (4) The reactants are Cl.[N+:2]([C:5]1[CH:12]=[CH:11][C:8]([CH2:9][NH2:10])=[CH:7][CH:6]=1)([O-:4])=[O:3].C(N(CC)CC)C.[CH3:20][S:21](Cl)(=[O:23])=[O:22]. The catalyst is C(Cl)Cl.C(Cl)(Cl)Cl. The product is [N+:2]([C:5]1[CH:6]=[CH:7][C:8]([CH2:9][NH:10][S:21]([CH3:20])(=[O:23])=[O:22])=[CH:11][CH:12]=1)([O-:4])=[O:3]. The yield is 0.850. (5) The reactants are Br[C:2]1[CH:23]=[CH:22][C:5]2[C:6]3[N:7]([CH:11]=[C:12]([C:14]4[N:18]([CH:19]([CH3:21])[CH3:20])[N:17]=[CH:16][N:15]=4)[N:13]=3)[CH2:8][CH2:9][O:10][C:4]=2[CH:3]=1.[CH3:24][C:25]1[N:26]([CH2:34][O:35][CH2:36][CH2:37][Si:38]([CH3:41])([CH3:40])[CH3:39])[CH:27]=[C:28]([Sn](C)(C)C)[N:29]=1.CC1N(COCC[Si](C)(C)C)C([Sn](C)(C)C)=CN=1. The catalyst is O1CCOCC1.C1C=CC([P]([Pd]([P](C2C=CC=CC=2)(C2C=CC=CC=2)C2C=CC=CC=2)([P](C2C=CC=CC=2)(C2C=CC=CC=2)C2C=CC=CC=2)[P](C2C=CC=CC=2)(C2C=CC=CC=2)C2C=CC=CC=2)(C2C=CC=CC=2)C2C=CC=CC=2)=CC=1. The product is [CH:19]([N:18]1[C:14]([C:12]2[N:13]=[C:6]3[C:5]4[CH:22]=[CH:23][C:2]([C:28]5[N:29]=[C:25]([CH3:24])[N:26]([CH2:34][O:35][CH2:36][CH2:37][Si:38]([CH3:41])([CH3:40])[CH3:39])[CH:27]=5)=[CH:3][C:4]=4[O:10][CH2:9][CH2:8][N:7]3[CH:11]=2)=[N:15][CH:16]=[N:17]1)([CH3:21])[CH3:20]. The yield is 0.590. (6) The yield is 0.810. The reactants are [N:1]1[CH:6]=[CH:5][CH:4]=[CH:3][C:2]=1[C:7]([O:9][C:10]([CH3:13])([CH3:12])[CH3:11])=[O:8].ClC1C=CC=C(C(OO)=[O:22])C=1. The catalyst is C(OCC)(=O)C. The product is [N+:1]1([O-:22])[C:2]([C:7]([O:9][C:10]([CH3:13])([CH3:12])[CH3:11])=[O:8])=[CH:3][CH:4]=[CH:5][CH:6]=1. (7) The reactants are S(Cl)(Cl)=O.[CH2:5]([O:8][C:9]1[C:18]2[C:13](=[CH:14][CH:15]=[CH:16][CH:17]=2)[C:12]([O:19][CH2:20][CH2:21][CH3:22])=[C:11]([C:23]([OH:25])=[O:24])[C:10]=1[C:26]([OH:28])=O)[CH2:6][CH3:7]. The catalyst is C(Cl)(Cl)Cl. The product is [CH2:5]([O:8][C:9]1[C:10]2[C:26](=[O:28])[O:24][C:23](=[O:25])[C:11]=2[C:12]([O:19][CH2:20][CH2:21][CH3:22])=[C:13]2[C:18]=1[CH:17]=[CH:16][CH:15]=[CH:14]2)[CH2:6][CH3:7]. The yield is 1.03. (8) The yield is 1.00. The product is [N:14]1([C:2]2[N:3]=[N:4][CH:5]=[C:6]([N:8]3[CH:12]=[CH:11][C:10]([I:13])=[N:9]3)[CH:7]=2)[CH2:17][CH2:16][CH2:15]1. The catalyst is O1CCOCC1.CCOC(C)=O. The reactants are Cl[C:2]1[N:3]=[N:4][CH:5]=[C:6]([N:8]2[CH:12]=[CH:11][C:10]([I:13])=[N:9]2)[CH:7]=1.[NH:14]1[CH2:17][CH2:16][CH2:15]1. (9) The reactants are C[O:2][C:3](=O)[CH:4]([C:9]1[CH:14]=[CH:13][C:12]([NH:15][C:16]([C:18]2[NH:19][CH:20]=[C:21]([C:23]#[N:24])[N:22]=2)=[O:17])=[C:11]([C:25]2[CH2:30][CH2:29][CH2:28][CH2:27][CH:26]=2)[CH:10]=1)[C:5](OC)=[O:6].[BH4-].[Na+].CO.C(O)(=O)CC(CC(O)=O)(C(O)=O)O. The catalyst is C(O)(C)(C)C.CCOC(C)=O. The product is [C:25]1([C:11]2[CH:10]=[C:9]([CH:4]([CH2:3][OH:2])[CH2:5][OH:6])[CH:14]=[CH:13][C:12]=2[NH:15][C:16]([C:18]2[NH:19][CH:20]=[C:21]([C:23]#[N:24])[N:22]=2)=[O:17])[CH2:30][CH2:29][CH2:28][CH2:27][CH:26]=1. The yield is 0.610.